This data is from Reaction yield outcomes from USPTO patents with 853,638 reactions. The task is: Predict the reaction yield, written as a fraction of the theoretical maximum amount of product (1.0 means a 100% yield; for example, 0.34 means a 34% yield). (1) The reactants are [CH2:1]([O:8][C:9]1[CH:14]=[CH:13][C:12]([CH2:15][C@@H:16]([OH:27])[C:17]([O:19][CH2:20][C:21]2[CH:26]=[CH:25][CH:24]=[CH:23][CH:22]=2)=[O:18])=[CH:11][CH:10]=1)[C:2]1[CH:7]=[CH:6][CH:5]=[CH:4][CH:3]=1.FC(F)(F)S(OS(C(F)(F)F)(=O)=O)(=O)=O.N1C(C)=CC=CC=1C.O[N:52]1[C:56](=[O:57])[C:55]2=[CH:58][CH:59]=[CH:60][CH:61]=[C:54]2[C:53]1=[O:62].C(N(CC)CC)C. The catalyst is ClCCl. The product is [CH2:1]([O:8][C:9]1[CH:14]=[CH:13][C:12]([CH2:15][C@H:16]([O:27][N:52]2[C:56](=[O:57])[C:55]3[C:54](=[CH:61][CH:60]=[CH:59][CH:58]=3)[C:53]2=[O:62])[C:17]([O:19][CH2:20][C:21]2[CH:22]=[CH:23][CH:24]=[CH:25][CH:26]=2)=[O:18])=[CH:11][CH:10]=1)[C:2]1[CH:7]=[CH:6][CH:5]=[CH:4][CH:3]=1. The yield is 0.590. (2) The reactants are O[C:2]1[C:3](=[O:17])[N:4]([CH2:8][C:9]2[CH:14]=[CH:13][C:12]([O:15][CH3:16])=[CH:11][CH:10]=2)[CH:5]=[CH:6][N:7]=1.C1CN([P+](ON2N=NC3C=CC=CC2=3)(N2CCCC2)N2CCCC2)CC1.F[P-](F)(F)(F)(F)F.C(N(CC)C(C)C)(C)C.[F:60][C:61]([F:71])([F:70])[O:62][C:63]1[CH:68]=[CH:67][C:66]([SH:69])=[CH:65][CH:64]=1. The catalyst is CN(C=O)C.C([O-])(O)=O.[Na+]. The product is [CH3:16][O:15][C:12]1[CH:13]=[CH:14][C:9]([CH2:8][N:4]2[CH:5]=[CH:6][N:7]=[C:2]([S:69][C:66]3[CH:65]=[CH:64][C:63]([O:62][C:61]([F:60])([F:70])[F:71])=[CH:68][CH:67]=3)[C:3]2=[O:17])=[CH:10][CH:11]=1. The yield is 0.746. (3) The reactants are Cl[C:2]1[CH:7]=[CH:6][C:5]([N+:8]([O-:10])=[O:9])=[CH:4][N:3]=1.[NH:11]1[CH2:15][CH2:14][CH2:13][CH2:12]1.C(=O)([O-])[O-].[K+].[K+]. The catalyst is CC#N. The product is [N+:8]([C:5]1[CH:6]=[CH:7][C:2]([N:11]2[CH2:15][CH2:14][CH2:13][CH2:12]2)=[N:3][CH:4]=1)([O-:10])=[O:9]. The yield is 0.930. (4) The reactants are Cl[C:2]1[N:3]=[C:4]([NH:12][CH2:13][CH2:14][CH2:15][CH2:16][CH2:17][CH2:18][CH3:19])[C:5]2[S:10][CH:9]=[C:8]([CH3:11])[C:6]=2[N:7]=1.[CH2:20]([NH2:23])[CH:21]=[CH2:22].C(=O)([O-])O.[Na+]. No catalyst specified. The product is [CH2:20]([NH:23][C:2]1[N:3]=[C:4]([NH:12][CH2:13][CH2:14][CH2:15][CH2:16][CH2:17][CH2:18][CH3:19])[C:5]2[S:10][CH:9]=[C:8]([CH3:11])[C:6]=2[N:7]=1)[CH:21]=[CH2:22]. The yield is 0.683. (5) The reactants are [O:1]=[C:2]1[C:10]2[C:5](=[CH:6][CH:7]=[CH:8][CH:9]=2)[C:4](=[O:11])[N:3]1[CH2:12][C:13]([NH:15][C@:16]([C:31]1[CH:36]=[CH:35][C:34]([O:37][CH2:38][CH2:39][CH2:40][C:41]([F:44])([F:43])[F:42])=[CH:33][CH:32]=1)([CH2:21][C:22](=O)[C:23]1[CH:28]=[CH:27][C:26]([CH3:29])=[CH:25][CH:24]=1)[C:17]([F:20])([F:19])[F:18])=[O:14].[OH-].[Na+].Cl. The catalyst is CO. The product is [O:14]=[C:13]1[C:12]([N:3]2[C:4](=[O:11])[C:5]3[C:10](=[CH:9][CH:8]=[CH:7][CH:6]=3)[C:2]2=[O:1])=[C:22]([C:23]2[CH:24]=[CH:25][C:26]([CH3:29])=[CH:27][CH:28]=2)[CH2:21][C@:16]([C:31]2[CH:32]=[CH:33][C:34]([O:37][CH2:38][CH2:39][CH2:40][C:41]([F:43])([F:42])[F:44])=[CH:35][CH:36]=2)([C:17]([F:18])([F:19])[F:20])[NH:15]1. The yield is 0.570. (6) The reactants are C[C:2]1([CH3:9])[O:6][CH:5]([CH2:7][OH:8])[CH2:4][O:3]1.CC([O-])(C)C.[K+].Br[C:17]1[CH:22]=[CH:21]C=C[N:18]=1. The catalyst is C1COCC1.O. The product is [N:18]1[CH:17]=[CH:22][CH:21]=[CH:9][C:2]=1[O:3][CH2:4][CH:5]([OH:6])[CH2:7][OH:8]. The yield is 0.170. (7) The reactants are [N+:1]([C:4]1[CH:5]=[C:6]2[C:10](=[CH:11][CH:12]=1)[CH2:9][N:8]([CH2:13][C:14]([F:17])([F:16])[F:15])[CH2:7]2)([O-])=O. The catalyst is CO.[Pd]. The product is [F:17][C:14]([F:15])([F:16])[CH2:13][N:8]1[CH2:7][C:6]2[C:10](=[CH:11][CH:12]=[C:4]([NH2:1])[CH:5]=2)[CH2:9]1. The yield is 0.717. (8) The reactants are [NH:1]1[C:9]2[C:4](=[CH:5][CH:6]=[CH:7][CH:8]=2)[CH:3]=[C:2]1[C:10]([N:12]1[CH2:16][CH2:15][CH2:14][CH2:13]1)=[O:11].C(#N)C.[Cl:20]N1C(=O)CCC1=O. No catalyst specified. The product is [Cl:20][C:3]1[C:4]2[C:9](=[CH:8][CH:7]=[CH:6][CH:5]=2)[NH:1][C:2]=1[C:10]([N:12]1[CH2:16][CH2:15][CH2:14][CH2:13]1)=[O:11]. The yield is 0.660.